From a dataset of Reaction yield outcomes from USPTO patents with 853,638 reactions. Predict the reaction yield, written as a fraction of the theoretical maximum amount of product (1.0 means a 100% yield; for example, 0.34 means a 34% yield). (1) The reactants are CS(C)=O.[CH3:5][O:6][CH2:7][CH2:8][NH2:9].Cl[CH2:11][Si:12]([CH3:15])([CH3:14])[CH3:13]. The catalyst is O. The product is [CH3:5][O:6][CH2:7][CH2:8][NH:9][CH2:11][Si:12]([CH3:15])([CH3:14])[CH3:13]. The yield is 0.620. (2) The reactants are B.C1COCC1.[CH3:7][NH:8][C:9]([C:11]1[O:12][C:13]2[CH:19]=[CH:18][CH:17]=[CH:16][C:14]=2[CH:15]=1)=O. The catalyst is CO. The product is [CH3:7][NH:8][CH2:9][C:11]1[O:12][C:13]2[CH:19]=[CH:18][CH:17]=[CH:16][C:14]=2[CH:15]=1. The yield is 0.120.